From a dataset of Forward reaction prediction with 1.9M reactions from USPTO patents (1976-2016). Predict the product of the given reaction. (1) The product is: [CH3:9][C:10]1([CH3:17])[O:14][C@@H:13]([CH2:15][O:16][C:2]2[N:7]=[C:6]([NH2:8])[CH:5]=[N:4][CH:3]=2)[CH2:12][O:11]1. Given the reactants Cl[C:2]1[N:7]=[C:6]([NH2:8])[CH:5]=[N:4][CH:3]=1.[CH3:9][C:10]1([CH3:17])[O:14][C@@H:13]([CH2:15][OH:16])[CH2:12][O:11]1.[Na], predict the reaction product. (2) Given the reactants [F:1][C:2]1[CH:7]=[CH:6][C:5]([F:8])=[CH:4][C:3]=1[S:9][CH2:10][CH2:11][C:12]([OH:14])=O.C(Cl)(=O)C([Cl:18])=O.CN(C=O)C, predict the reaction product. The product is: [F:1][C:2]1[CH:7]=[CH:6][C:5]([F:8])=[CH:4][C:3]=1[S:9][CH2:10][CH2:11][C:12]([Cl:18])=[O:14].